This data is from Forward reaction prediction with 1.9M reactions from USPTO patents (1976-2016). The task is: Predict the product of the given reaction. (1) Given the reactants [F:1][C:2]1[CH:7]=[C:6]([F:8])[CH:5]=[CH:4][C:3]=1[C:9]1[N:14]=[C:13]([CH:15]([C:20]2[CH:21]=[C:22]([CH:25]=[CH:26][C:27]=2[F:28])[C:23]#[N:24])[C:16](=[O:19])[C:17]#[CH:18])[CH:12]=[CH:11][CH:10]=1, predict the reaction product. The product is: [F:1][C:2]1[CH:7]=[C:6]([F:8])[CH:5]=[CH:4][C:3]=1[C:9]1[N:14]2[C:13]([CH:12]=[CH:11][CH:10]=1)=[C:15]([C:20]1[CH:21]=[C:22]([CH:25]=[CH:26][C:27]=1[F:28])[C:23]#[N:24])[C:16](=[O:19])[CH:17]=[CH:18]2. (2) Given the reactants [OH:1][C@H:2]([C@@H:19]([OH:26])[C:20]1[CH:25]=[CH:24][CH:23]=[CH:22][CH:21]=1)[C:3]([C:5]1[CH:17]=[CH:16][C:8]2[N:9]([CH3:15])[C:10]([CH:12]3[CH2:14][CH2:13]3)=[N:11][C:7]=2[C:6]=1O)=[O:4].[C:27](OC)(OC)([O:29]C)[CH3:28].C1(C)C=CC(S([O-])(=O)=O)=CC=1.[NH+]1C=CC=CC=1.C(O)=O, predict the reaction product. The product is: [C:27]([O:1][C@H:2]1[C:3](=[O:4])[C:5]2[CH:17]=[CH:16][C:8]3[N:9]([CH3:15])[C:10]([CH:12]4[CH2:14][CH2:13]4)=[N:11][C:7]=3[C:6]=2[O:26][C@@H:19]1[C:20]1[CH:21]=[CH:22][CH:23]=[CH:24][CH:25]=1)(=[O:29])[CH3:28]. (3) Given the reactants [F:1][C:2]1[CH:7]=[CH:6][CH:5]=[C:4]([F:8])[C:3]=1[NH:9][C:10](=[O:35])[NH:11][C:12]1[CH:17]=[CH:16][C:15]([C:18]2[CH:22]=[C:21]([C:23]([NH:25][CH:26]([CH:31]([CH3:33])[CH3:32])[C:27]([O:29]C)=[O:28])=[O:24])[O:20][N:19]=2)=[CH:14][C:13]=1[CH3:34].[Li+].[OH-].Cl, predict the reaction product. The product is: [F:8][C:4]1[CH:5]=[CH:6][CH:7]=[C:2]([F:1])[C:3]=1[NH:9][C:10](=[O:35])[NH:11][C:12]1[CH:17]=[CH:16][C:15]([C:18]2[CH:22]=[C:21]([C:23]([NH:25][CH:26]([CH:31]([CH3:32])[CH3:33])[C:27]([OH:29])=[O:28])=[O:24])[O:20][N:19]=2)=[CH:14][C:13]=1[CH3:34].